Dataset: CYP2C19 inhibition data for predicting drug metabolism from PubChem BioAssay. Task: Regression/Classification. Given a drug SMILES string, predict its absorption, distribution, metabolism, or excretion properties. Task type varies by dataset: regression for continuous measurements (e.g., permeability, clearance, half-life) or binary classification for categorical outcomes (e.g., BBB penetration, CYP inhibition). Dataset: cyp2c19_veith. The result is 0 (non-inhibitor). The drug is O=C(Nc1cccc(Br)c1)/C(=C\c1cccnc1)NC(=O)c1ccco1.